From a dataset of Full USPTO retrosynthesis dataset with 1.9M reactions from patents (1976-2016). Predict the reactants needed to synthesize the given product. (1) The reactants are: Cl.[F:2][C:3]1[CH:26]=[CH:25][C:6]([C:7]([NH:9][C:10]2[C:11]3[CH2:22][NH:21][C:20]([CH3:24])([CH3:23])[C:12]=3[N:13](C(OCC)=O)[N:14]=2)=[O:8])=[CH:5][CH:4]=1.C(N(CC)C(C)C)(C)C.CN(C(ON1N=NC2C=CC=CC1=2)=[N+](C)C)C.[B-](F)(F)(F)F.Cl.[CH3:59][N:60]1[CH2:65][CH2:64][CH:63]([C:66](O)=[O:67])[CH2:62][CH2:61]1.C(Cl)Cl.CO.[NH4+].[OH-]. Given the product [CH3:23][C:20]1([CH3:24])[C:12]2=[N:13][NH:14][C:10]([NH:9][C:7](=[O:8])[C:6]3[CH:5]=[CH:4][C:3]([F:2])=[CH:26][CH:25]=3)=[C:11]2[CH2:22][N:21]1[C:66]([CH:63]1[CH2:64][CH2:65][N:60]([CH3:59])[CH2:61][CH2:62]1)=[O:67], predict the reactants needed to synthesize it. (2) Given the product [N:7]1[CH:8]=[CH:9][CH:10]=[CH:11][C:6]=1[NH:5][CH2:4][CH2:3][CH2:2][O:1][C:14]1[CH:30]=[CH:29][C:17]2[CH2:18][CH:19]([CH2:24][C:25]([OH:27])=[O:26])[C:20](=[O:23])[NH:21][CH2:22][C:16]=2[CH:15]=1, predict the reactants needed to synthesize it. The reactants are: [OH:1][CH2:2][CH2:3][CH2:4][NH:5][C:6]1[CH:11]=[CH:10][CH:9]=[CH:8][N+:7]=1[O-].O[C:14]1[CH:30]=[CH:29][C:17]2[CH2:18][CH:19]([CH2:24][C:25]([O:27]C)=[O:26])[C:20](=[O:23])[NH:21][CH2:22][C:16]=2[CH:15]=1.C1(P(C2C=CC=CC=2)C2C=CC=CC=2)C=CC=CC=1.N(C(OCC)=O)=NC(OCC)=O. (3) Given the product [Cl:17][C:14]1[CH:13]=[CH:12][C:11]([C:10]2[C:4]3[CH:3]=[C:2]([N:29]4[CH2:30][CH2:31][N:26]([CH3:25])[CH2:27][CH2:28]4)[CH:24]=[CH:23][C:5]=3[CH2:6][CH:7]([CH3:22])[N:8]([C:18]([NH:20][CH3:21])=[O:19])[N:9]=2)=[CH:16][CH:15]=1, predict the reactants needed to synthesize it. The reactants are: Br[C:2]1[CH:24]=[CH:23][C:5]2[CH2:6][CH:7]([CH3:22])[N:8]([C:18]([NH:20][CH3:21])=[O:19])[N:9]=[C:10]([C:11]3[CH:16]=[CH:15][C:14]([Cl:17])=[CH:13][CH:12]=3)[C:4]=2[CH:3]=1.[CH3:25][N:26]1[CH2:31][CH2:30][NH:29][CH2:28][CH2:27]1.CC(C)([O-])C.[Na+].CC(C1C=C(C(C)C)C(C2C=CC=CC=2P(C2CCCCC2)C2CCCCC2)=C(C(C)C)C=1)C.C(=O)(O)[O-].[Na+].